Binary Classification. Given a T-cell receptor sequence (or CDR3 region) and an epitope sequence, predict whether binding occurs between them. From a dataset of TCR-epitope binding with 47,182 pairs between 192 epitopes and 23,139 TCRs. (1) The epitope is LQPFPQPELPYPQPQ. The TCR CDR3 sequence is CASSLALEQYF. Result: 0 (the TCR does not bind to the epitope). (2) The epitope is YSEHPTFTSQY. The TCR CDR3 sequence is CASSRTSGSTDTQYF. Result: 0 (the TCR does not bind to the epitope). (3) The epitope is GTITVEELK. Result: 1 (the TCR binds to the epitope). The TCR CDR3 sequence is CASSHPLGLASYNEQFF. (4) The epitope is KLGGALQAK. The TCR CDR3 sequence is CASSYPAPEAFF. Result: 0 (the TCR does not bind to the epitope).